From a dataset of NCI-60 drug combinations with 297,098 pairs across 59 cell lines. Regression. Given two drug SMILES strings and cell line genomic features, predict the synergy score measuring deviation from expected non-interaction effect. (1) Drug 1: C1=NC2=C(N1)C(=S)N=C(N2)N. Drug 2: CC1C(C(CC(O1)OC2CC(OC(C2O)C)OC3=CC4=CC5=C(C(=O)C(C(C5)C(C(=O)C(C(C)O)O)OC)OC6CC(C(C(O6)C)O)OC7CC(C(C(O7)C)O)OC8CC(C(C(O8)C)O)(C)O)C(=C4C(=C3C)O)O)O)O. Cell line: HCC-2998. Synergy scores: CSS=20.9, Synergy_ZIP=-4.79, Synergy_Bliss=-2.06, Synergy_Loewe=-3.91, Synergy_HSA=-2.50. (2) Drug 1: CC12CCC(CC1=CCC3C2CCC4(C3CC=C4C5=CN=CC=C5)C)O. Drug 2: C1=CC=C(C(=C1)C(C2=CC=C(C=C2)Cl)C(Cl)Cl)Cl. Cell line: U251. Synergy scores: CSS=4.90, Synergy_ZIP=-1.77, Synergy_Bliss=-1.26, Synergy_Loewe=-3.29, Synergy_HSA=-0.822. (3) Drug 1: CN(CC1=CN=C2C(=N1)C(=NC(=N2)N)N)C3=CC=C(C=C3)C(=O)NC(CCC(=O)O)C(=O)O. Drug 2: N.N.Cl[Pt+2]Cl. Cell line: HCT116. Synergy scores: CSS=69.0, Synergy_ZIP=-2.46, Synergy_Bliss=-5.37, Synergy_Loewe=-7.15, Synergy_HSA=-1.50. (4) Drug 1: C1=CC(=CC=C1C#N)C(C2=CC=C(C=C2)C#N)N3C=NC=N3. Drug 2: CCC1=C2CN3C(=CC4=C(C3=O)COC(=O)C4(CC)O)C2=NC5=C1C=C(C=C5)O. Cell line: SF-295. Synergy scores: CSS=33.4, Synergy_ZIP=-3.00, Synergy_Bliss=-2.07, Synergy_Loewe=-19.5, Synergy_HSA=0.570. (5) Drug 1: CNC(=O)C1=CC=CC=C1SC2=CC3=C(C=C2)C(=NN3)C=CC4=CC=CC=N4. Drug 2: CC1CCC2CC(C(=CC=CC=CC(CC(C(=O)C(C(C(=CC(C(=O)CC(OC(=O)C3CCCCN3C(=O)C(=O)C1(O2)O)C(C)CC4CCC(C(C4)OC)OCCO)C)C)O)OC)C)C)C)OC. Cell line: HS 578T. Synergy scores: CSS=16.2, Synergy_ZIP=-0.956, Synergy_Bliss=2.55, Synergy_Loewe=-4.61, Synergy_HSA=1.40.